The task is: Predict the product of the given reaction.. This data is from Forward reaction prediction with 1.9M reactions from USPTO patents (1976-2016). (1) Given the reactants [Cl-].O[NH3+].[CH:4]1([C:7](=[O:28])[C:8](=[CH:24][N:25](C)C)[C:9]([C:11]2[CH:16]=[CH:15][C:14]([S:17]([CH3:20])(=[O:19])=[O:18])=[C:13]([NH:21][CH3:22])[C:12]=2[CH3:23])=[O:10])[CH2:6][CH2:5]1, predict the reaction product. The product is: [CH:4]1([C:7]2[O:28][N:25]=[CH:24][C:8]=2[C:9](=[O:10])[C:11]2[CH:16]=[CH:15][C:14]([S:17]([CH3:20])(=[O:19])=[O:18])=[C:13]([NH:21][CH3:22])[C:12]=2[CH3:23])[CH2:6][CH2:5]1. (2) Given the reactants [C:1]([O:5][C:6]([N:8]1[CH2:12][C@H:11]([NH:13][C:14](=[O:19])[C:15]([F:18])([F:17])[F:16])[CH2:10][C@H:9]1[CH2:20][O:21][C:22]1[CH:31]=[CH:30][C:25]([C:26]([O:28][CH3:29])=[O:27])=[CH:24][CH:23]=1)=[O:7])([CH3:4])([CH3:3])[CH3:2].[C:32]([O-])([O-])=O.[K+].[K+].CI.O, predict the reaction product. The product is: [C:1]([O:5][C:6]([N:8]1[CH2:12][C@H:11]([N:13]([CH3:32])[C:14](=[O:19])[C:15]([F:18])([F:16])[F:17])[CH2:10][C@H:9]1[CH2:20][O:21][C:22]1[CH:23]=[CH:24][C:25]([C:26]([O:28][CH3:29])=[O:27])=[CH:30][CH:31]=1)=[O:7])([CH3:4])([CH3:2])[CH3:3]. (3) Given the reactants [C:1]([C@H:5]1[C:23](=[O:24])[N:22]2[CH2:25][C@@H:19]([CH2:20][C@H:21]2[C:26](O)=[O:27])[O:18][C:17]2[N:29]=[CH:30][CH:31]=[CH:32][C:16]=2[CH2:15][CH2:14][CH2:13][CH2:12][CH2:11][CH2:10][CH2:9][O:8][C:7](=[O:33])[NH:6]1)([CH3:4])([CH3:3])[CH3:2].Cl.[NH2:35][C@:36]1([C:41]([NH:43][S:44]([CH:47]2[CH2:49][CH2:48]2)(=[O:46])=[O:45])=[O:42])[CH2:38][C@H:37]1[CH2:39][CH3:40].CCN(C(C)C)C(C)C.CN(C(ON1N=NC2C=CC=NC1=2)=[N+](C)C)C.F[P-](F)(F)(F)(F)F, predict the reaction product. The product is: [C:1]([C@H:5]1[C:23](=[O:24])[N:22]2[CH2:25][C@@H:19]([CH2:20][C@H:21]2[C:26]([NH:35][C@:36]2([C:41]([NH:43][S:44]([CH:47]3[CH2:49][CH2:48]3)(=[O:46])=[O:45])=[O:42])[CH2:38][C@H:37]2[CH2:39][CH3:40])=[O:27])[O:18][C:17]2[N:29]=[CH:30][CH:31]=[CH:32][C:16]=2[CH2:15][CH2:14][CH2:13][CH2:12][CH2:11][CH2:10][CH2:9][O:8][C:7](=[O:33])[NH:6]1)([CH3:4])([CH3:2])[CH3:3]. (4) The product is: [CH2:19]([CH:8]1[C@@H:9]([OH:15])[C@@H:10]([OH:11])[C@H:5]([OH:4])[C@@H:6]([CH2:22][OH:23])[O:7]1)[CH:20]=[CH2:21]. Given the reactants C([O:4][C@H:5]1[C@H:10]([O:11]C(=O)C)[C@H:9]([O:15]C(=O)C)[CH:8]([CH2:19][CH:20]=[CH2:21])[O:7][C@@H:6]1[CH2:22][O:23]C(=O)C)(=O)C.CO[Na], predict the reaction product. (5) The product is: [F:24][C:11]([F:10])([F:23])[C:12]1[CH:13]=[C:14]([C:18]2[N:19]=[N:20][N:21]([CH2:2][C:3](=[CH2:9])[C:4]([O:6][CH2:7][CH3:8])=[O:5])[N:22]=2)[CH:15]=[CH:16][CH:17]=1. Given the reactants Br[CH2:2][C:3](=[CH2:9])[C:4]([O:6][CH2:7][CH3:8])=[O:5].[F:10][C:11]([F:24])([F:23])[C:12]1[CH:13]=[C:14]([C:18]2[N:19]=[N:20][NH:21][N:22]=2)[CH:15]=[CH:16][CH:17]=1, predict the reaction product.